Dataset: Reaction yield outcomes from USPTO patents with 853,638 reactions. Task: Predict the reaction yield, written as a fraction of the theoretical maximum amount of product (1.0 means a 100% yield; for example, 0.34 means a 34% yield). (1) The reactants are [CH3:1][O:2][C:3]1[CH:12]=[C:11]2[C:6]([CH:7]=[CH:8][C:9]([C:13]([OH:15])=O)=[CH:10]2)=[CH:5][CH:4]=1.[CH:16]([N:19]1[C:32]2[C:31](=[O:33])[CH2:30][C:24]3([CH2:29][CH2:28][NH:27][CH2:26][CH2:25]3)[CH2:23][C:22]=2[CH:21]=[N:20]1)([CH3:18])[CH3:17].C(N(CC)CC)C.ON1C2C=CC=CC=2N=N1.C(N=C=NCCCN(C)C)C. The catalyst is ClCCl. The product is [CH:16]([N:19]1[C:32]2[C:31](=[O:33])[CH2:30][C:24]3([CH2:25][CH2:26][N:27]([C:13]([C:9]4[CH:8]=[CH:7][C:6]5[C:11](=[CH:12][C:3]([O:2][CH3:1])=[CH:4][CH:5]=5)[CH:10]=4)=[O:15])[CH2:28][CH2:29]3)[CH2:23][C:22]=2[CH:21]=[N:20]1)([CH3:18])[CH3:17]. The yield is 0.790. (2) The reactants are [S:1]([N:11]1[CH2:14][C:13](=[O:15])[CH2:12]1)([C:4]1[CH:10]=[CH:9][C:7]([CH3:8])=[CH:6][CH:5]=1)(=[O:3])=[O:2].[CH3:16][CH2:17][CH2:18][C:19]#[C:20][CH2:21][CH2:22][CH3:23]. The catalyst is C1(C)C=CC=CC=1. The product is [CH2:18]([C:19]1[C:13](=[O:15])[CH2:12][N:11]([S:1]([C:4]2[CH:10]=[CH:9][C:7]([CH3:8])=[CH:6][CH:5]=2)(=[O:3])=[O:2])[CH2:14][C:20]=1[CH2:21][CH2:22][CH3:23])[CH2:17][CH3:16]. The yield is 0.960. (3) The reactants are [F:1][C:2]1[CH:3]=[C:4]2[C:9](=[CH:10][CH:11]=1)[N:8]=[C:7]([NH:12][C:13](=[O:17])OCC)[C:6]([O:18][CH3:19])=[N:5]2.[N:20]1[CH:25]=[CH:24][CH:23]=[N:22][C:21]=1[N:26]1[CH2:31][CH2:30][NH:29][CH2:28][CH2:27]1. No catalyst specified. The product is [F:1][C:2]1[CH:3]=[C:4]2[C:9](=[CH:10][CH:11]=1)[N:8]=[C:7]([NH:12][C:13]([N:29]1[CH2:30][CH2:31][N:26]([C:21]3[N:20]=[CH:25][CH:24]=[CH:23][N:22]=3)[CH2:27][CH2:28]1)=[O:17])[C:6]([O:18][CH3:19])=[N:5]2. The yield is 0.790.